This data is from Full USPTO retrosynthesis dataset with 1.9M reactions from patents (1976-2016). The task is: Predict the reactants needed to synthesize the given product. (1) Given the product [Br:1][C:2]1[CH:3]=[C:4]([Br:8])[CH:5]=[CH:6][C:7]=1[N+:9]([O-:11])=[O:10], predict the reactants needed to synthesize it. The reactants are: [Br:1][C:2]1[CH:7]=[CH:6][CH:5]=[C:4]([Br:8])[CH:3]=1.[N+:9]([O-])([O-:11])=[O:10].[K+]. (2) Given the product [I-:12].[CH3:10][O:9][C:1]([C:2]1[CH:3]=[N+:4]([CH3:11])[CH:5]=[CH:6][CH:7]=1)=[O:8], predict the reactants needed to synthesize it. The reactants are: [C:1]([O:9][CH3:10])(=[O:8])[C:2]1[CH:7]=[CH:6][CH:5]=[N:4][CH:3]=1.[CH3:11][I:12].